Dataset: Full USPTO retrosynthesis dataset with 1.9M reactions from patents (1976-2016). Task: Predict the reactants needed to synthesize the given product. The reactants are: [Cu][C:2]#[N:3].Br[C:5]1[C:6]([Cl:17])=[CH:7][N:8]=[C:9]2[C:14]=1[N:13]=[C:12]([O:15][CH3:16])[CH:11]=[CH:10]2.[Cl-].[NH4+]. Given the product [Cl:17][C:6]1[CH:7]=[N:8][C:9]2[C:14]([C:5]=1[C:2]#[N:3])=[N:13][C:12]([O:15][CH3:16])=[CH:11][CH:10]=2, predict the reactants needed to synthesize it.